From a dataset of Reaction yield outcomes from USPTO patents with 853,638 reactions. Predict the reaction yield, written as a fraction of the theoretical maximum amount of product (1.0 means a 100% yield; for example, 0.34 means a 34% yield). (1) The reactants are [CH2:1]1[C@H:5]([N:6]2[C:11](=[O:12])[N:10]=[C:9]([NH2:13])[CH:8]=[CH:7]2)[O:4][C@H:3]([CH2:14][O:15][P:16]([OH:19])([OH:18])=[O:17])[C@H:2]1[O:20][P:21]([O:24][CH2:25][C@H:26]1[O:30][C@@H:29]([N:31]2[C:35]3[N:36]=[CH:37][N:38]=[C:39]([NH2:40])[C:34]=3[N:33]=[CH:32]2)[C@H:28]([OH:41])[C@@H:27]1[OH:42])([OH:23])=[O:22].[CH3:43][O:44][C@@H:45]([CH2:52][C:53]1[CH:58]=[CH:57][CH:56]=[CH:55][CH:54]=1)[C:46](OCC#N)=[O:47].N1C=CN=C1.C(O)(C(F)(F)F)=O. The catalyst is [Cl-].C[N+](C)(C)CCCCCCCCCCCCCCCC.O. The product is [CH3:43][O:44][C@H:45]([CH2:52][C:53]1[CH:58]=[CH:57][CH:56]=[CH:55][CH:54]=1)[C:46]([O:42][C@H:27]1[C@@H:28]([OH:41])[C@H:29]([N:31]2[CH:32]=[N:33][C:34]3[C:35]2=[N:36][CH:37]=[N:38][C:39]=3[NH2:40])[O:30][C@H:26]1[CH2:25][O:24][P:21]([O:20][C@H:2]1[CH2:1][C@H:5]([N:6]2[CH:7]=[CH:8][C:9]([NH2:13])=[N:10][C:11]2=[O:12])[O:4][C@@H:3]1[CH2:14][O:15][P:16]([OH:18])([OH:19])=[O:17])([OH:23])=[O:22])=[O:47]. The yield is 0.160. (2) The reactants are [N+:1]([C:4]1[CH:9]=[CH:8][C:7]([N:10]2[CH2:15][CH2:14][NH:13][CH2:12][CH2:11]2)=[CH:6][CH:5]=1)([O-:3])=[O:2].C(N(CC)CC)C.[CH3:23][S:24](Cl)(=[O:26])=[O:25].C(=O)(O)[O-].[Na+]. The catalyst is ClCCl. The product is [N+:1]([C:4]1[CH:5]=[CH:6][C:7]([N:10]2[CH2:15][CH2:14][N:13]([S:24]([CH3:23])(=[O:26])=[O:25])[CH2:12][CH2:11]2)=[CH:8][CH:9]=1)([O-:3])=[O:2]. The yield is 1.00. (3) The reactants are FC(F)(F)S(O[C:7]1[CH:12]=[CH:11][C:10]([N:13]2[C:18]3=[N:19][C:20]4[C:25]([Cl:26])=[CH:24][CH:23]=[C:22]([CH:27]([O:32][CH:33]([F:35])[F:34])[C:28]([F:31])([F:30])[F:29])[C:21]=4[N:17]3[CH2:16][CH2:15][CH2:14]2)=[C:9]([CH3:36])[N:8]=1)(=O)=O.[CH3:39][N:40](C)C=O. The catalyst is O.[C-]#N.[Zn+2].[C-]#N.C1C=CC([P]([Pd]([P](C2C=CC=CC=2)(C2C=CC=CC=2)C2C=CC=CC=2)([P](C2C=CC=CC=2)(C2C=CC=CC=2)C2C=CC=CC=2)[P](C2C=CC=CC=2)(C2C=CC=CC=2)C2C=CC=CC=2)(C2C=CC=CC=2)C2C=CC=CC=2)=CC=1. The product is [Cl:26][C:25]1[C:20]2[N:19]=[C:18]3[N:13]([C:10]4[CH:11]=[CH:12][C:7]([C:39]#[N:40])=[N:8][C:9]=4[CH3:36])[CH2:14][CH2:15][CH2:16][N:17]3[C:21]=2[C:22]([CH:27]([O:32][CH:33]([F:34])[F:35])[C:28]([F:30])([F:29])[F:31])=[CH:23][CH:24]=1. The yield is 0.820. (4) The reactants are [N-:1]=[N+:2]=[N-:3].[Na+].FC(F)(F)S(O[CH2:11][C:12]1([C:18]([O:20][CH2:21][CH3:22])=[O:19])[CH2:17][CH2:16][CH2:15][CH2:14][O:13]1)(=O)=O.CN(C=O)C. The catalyst is O. The product is [N:1]([CH2:11][C:12]1([C:18]([O:20][CH2:21][CH3:22])=[O:19])[CH2:17][CH2:16][CH2:15][CH2:14][O:13]1)=[N+:2]=[N-:3]. The yield is 0.700. (5) The reactants are [NH2:1][C:2]1[C:7](C)=[CH:6][C:5]([C:9]2[CH2:14][CH2:13][N:12](C(OC(C)(C)C)=O)[CH2:11][CH:10]=2)=[CH:4][C:3]=1[N+:22]([O-:24])=[O:23].F[C:26](F)(F)C(O)=O. The catalyst is ClCCCl. The product is [CH3:26][C:6]1[C:5]([C:9]2[CH2:14][CH2:13][NH:12][CH2:11][CH:10]=2)=[CH:4][C:3]([N+:22]([O-:24])=[O:23])=[C:2]([NH2:1])[CH:7]=1. The yield is 1.00. (6) The reactants are [OH:1][C:2]1[CH:7]=[CH:6][C:5]([C:8](=[C:21]2[CH2:26][C:25]([CH3:28])([CH3:27])[CH2:24][C:23]([CH3:30])([CH3:29])[CH2:22]2)[C:9]2[CH:14]=[CH:13][C:12]([CH2:15][CH2:16][C:17](OC)=[O:18])=[CH:11][CH:10]=2)=[CH:4][CH:3]=1.[H-].[H-].[H-].[H-].[Li+].[Al+3].CCOC(C)=O.Cl. The catalyst is C1COCC1. The product is [OH:18][CH2:17][CH2:16][CH2:15][C:12]1[CH:13]=[CH:14][C:9]([C:8](=[C:21]2[CH2:22][C:23]([CH3:30])([CH3:29])[CH2:24][C:25]([CH3:28])([CH3:27])[CH2:26]2)[C:5]2[CH:4]=[CH:3][C:2]([OH:1])=[CH:7][CH:6]=2)=[CH:10][CH:11]=1. The yield is 0.920.